This data is from Catalyst prediction with 721,799 reactions and 888 catalyst types from USPTO. The task is: Predict which catalyst facilitates the given reaction. (1) Reactant: [H-].[Na+].[NH:3]1[C:11]2[C:6](=[CH:7][CH:8]=[CH:9][CH:10]=2)[CH:5]=[CH:4]1.Br[CH2:13][CH2:14][CH2:15][CH2:16][CH2:17][CH2:18][Cl:19]. Product: [Cl:19][CH2:18][CH2:17][CH2:16][CH2:15][CH2:14][CH2:13][N:3]1[C:11]2[C:6](=[CH:7][CH:8]=[CH:9][CH:10]=2)[CH:5]=[CH:4]1. The catalyst class is: 31. (2) Reactant: [NH2:1][C:2]1[CH:3]=[C:4]([CH:8]=[CH:9][C:10]=1[C:11]([O:13][CH3:14])=[O:12])[C:5]([OH:7])=O.CN(C(ON1N=NC2C=CC=CC1=2)=[N+](C)C)C.[B-](F)(F)(F)F.C(N(C(C)C)CC)(C)C.[CH3:46][O:47][CH2:48][CH2:49][NH2:50]. Product: [NH2:1][C:2]1[CH:3]=[C:4]([C:5](=[O:7])[NH:50][CH2:49][CH2:48][O:47][CH3:46])[CH:8]=[CH:9][C:10]=1[C:11]([O:13][CH3:14])=[O:12]. The catalyst class is: 245. (3) Reactant: [CH:1]1[CH:2]=[CH:3][C:4]2[O:10][C:8](=[O:9])[NH:7][C:5]=2[CH:6]=1.[H-].[Na+].Br[CH2:14][C:15]([O:17][C:18]([CH3:21])([CH3:20])[CH3:19])=[O:16]. Product: [C:18]([O:17][C:15](=[O:16])[CH2:14][N:7]1[C:5]2[CH:6]=[CH:1][CH:2]=[CH:3][C:4]=2[O:10][C:8]1=[O:9])([CH3:21])([CH3:20])[CH3:19]. The catalyst class is: 39.